This data is from Reaction yield outcomes from USPTO patents with 853,638 reactions. The task is: Predict the reaction yield, written as a fraction of the theoretical maximum amount of product (1.0 means a 100% yield; for example, 0.34 means a 34% yield). (1) The reactants are C([N-]C(C)C)(C)C.[Li+].[F:9][C:10]1[CH:15]=[CH:14][C:13]([CH:16]2[C:25](=[O:26])[CH2:24][CH2:23][C:18]3([O:22][CH2:21][CH2:20][O:19]3)[CH2:17]2)=[CH:12][CH:11]=1.[CH3:27][SiH:28]([CH3:30])[CH3:29]. The catalyst is C1COCC1.CCOC(C)=O. The product is [F:9][C:10]1[CH:15]=[CH:14][C:13]([CH:16]2[CH2:17][C:18]3([O:19][CH2:20][CH2:21][O:22]3)[CH2:23][CH:24]=[C:25]2[O:26][Si:28]([CH3:30])([CH3:29])[CH3:27])=[CH:12][CH:11]=1. The yield is 1.00. (2) The reactants are [F:1][C:2]([F:22])([O:6][C:7]1[CH:8]=[C:9]([CH2:13][NH:14][C:15]2[CH:16]=[C:17]([OH:21])[CH:18]=[CH:19][CH:20]=2)[CH:10]=[CH:11][CH:12]=1)[CH:3]([F:5])[F:4].[F:23][C:24]([F:30])([F:29])S([O-])(=[O:43])=[O:43].[Yb+3].[F:23][C:24]([F:30])([F:29])S([O-])(=O)=O.[F:23][C:24]([F:30])([F:29])S([O-])(=O)=[O:43].[C:48](#N)[CH3:49]. The yield is 0.810. The catalyst is O.C(OCC)C. The product is [F:1][C:2]([F:22])([O:6][C:7]1[CH:8]=[C:9]([CH2:13][N:14]([CH2:49][C@@H:48]([OH:43])[C:24]([F:30])([F:29])[F:23])[C:15]2[CH:16]=[C:17]([OH:21])[CH:18]=[CH:19][CH:20]=2)[CH:10]=[CH:11][CH:12]=1)[CH:3]([F:4])[F:5]. (3) The reactants are [CH2:1]([C:5]1[CH:10]=[CH:9][C:8]([CH:11]2[CH2:16][CH2:15][N:14]([C:17](=[O:20])[CH2:18]Cl)[CH2:13][CH2:12]2)=[CH:7][CH:6]=1)[CH2:2][CH2:3][CH3:4].C(C1C=CC(C2CCNCC2)=CC=1)CCC.ClCC(Cl)=O.[N+:42]([C:45]1[CH:50]=[CH:49][C:48]([NH:51][C@H:52]2[CH2:57][CH2:56][C@H:55]([OH:58])[CH2:54][CH2:53]2)=[CH:47][C:46]=1[C:59]([F:62])([F:61])[F:60])([O-:44])=[O:43]. No catalyst specified. The product is [CH2:1]([C:5]1[CH:10]=[CH:9][C:8]([CH:11]2[CH2:16][CH2:15][N:14]([C:17](=[O:20])[CH2:18][O:58][C@H:55]3[CH2:56][CH2:57][C@H:52]([NH:51][C:48]4[CH:49]=[CH:50][C:45]([N+:42]([O-:44])=[O:43])=[C:46]([C:59]([F:60])([F:61])[F:62])[CH:47]=4)[CH2:53][CH2:54]3)[CH2:13][CH2:12]2)=[CH:7][CH:6]=1)[CH2:2][CH2:3][CH3:4]. The yield is 0.720.